Dataset: Forward reaction prediction with 1.9M reactions from USPTO patents (1976-2016). Task: Predict the product of the given reaction. (1) Given the reactants [NH2:1][C:2]1[N:10]=[C:9]([O:11][CH2:12][CH2:13][CH2:14][CH3:15])[N:8]=[C:7]2[C:3]=1[NH:4][C:5](=[O:31])[N:6]2[CH2:16][CH2:17][CH2:18][NH:19][C:20]1[CH:21]=[C:22]([CH2:26][C:27]([O:29]C)=[O:28])[CH:23]=[CH:24][CH:25]=1.[OH-].[Li+], predict the reaction product. The product is: [NH2:1][C:2]1[N:10]=[C:9]([O:11][CH2:12][CH2:13][CH2:14][CH3:15])[N:8]=[C:7]2[C:3]=1[NH:4][C:5](=[O:31])[N:6]2[CH2:16][CH2:17][CH2:18][NH:19][C:20]1[CH:21]=[C:22]([CH2:26][C:27]([OH:29])=[O:28])[CH:23]=[CH:24][CH:25]=1. (2) Given the reactants [F:1][C:2]1[CH:25]=[C:24]([N+:26]([O-:28])=[O:27])[CH:23]=[CH:22][C:3]=1[O:4][C:5]1[CH:10]=[CH:9][N:8]=[C:7]2[N:11]([C:15]([O:17][C:18]([CH3:21])([CH3:20])[CH3:19])=[O:16])[CH:12]=[C:13](I)[C:6]=12.[CH3:29][N:30]([CH3:34])[CH2:31][C:32]#[CH:33].C(Cl)Cl, predict the reaction product. The product is: [CH3:29][N:30]([CH3:34])[CH2:31][C:32]#[C:33][C:13]1[C:6]2[C:7](=[N:8][CH:9]=[CH:10][C:5]=2[O:4][C:3]2[CH:22]=[CH:23][C:24]([N+:26]([O-:28])=[O:27])=[CH:25][C:2]=2[F:1])[N:11]([C:15]([O:17][C:18]([CH3:21])([CH3:20])[CH3:19])=[O:16])[CH:12]=1. (3) Given the reactants [BH4-].[Na+].[F:3][C:4]1[CH:9]=[CH:8][C:7]([C:10]2[O:14][C:13]([CH:15]=[O:16])=[N:12][CH:11]=2)=[CH:6][CH:5]=1.O, predict the reaction product. The product is: [F:3][C:4]1[CH:5]=[CH:6][C:7]([C:10]2[O:14][C:13]([CH2:15][OH:16])=[N:12][CH:11]=2)=[CH:8][CH:9]=1. (4) Given the reactants [CH2:1]([NH:8][CH2:9][CH2:10][C:11]1[CH:16]=[CH:15][CH:14]=[CH:13][C:12]=1[Br:17])[C:2]1[CH:7]=[CH:6][CH:5]=[CH:4][CH:3]=1.C(N(CC)CC)C.Cl[C:26]([O:28][CH3:29])=[O:27].C(OCC)(=O)C, predict the reaction product. The product is: [CH2:1]([N:8]([CH2:9][CH2:10][C:11]1[CH:16]=[CH:15][CH:14]=[CH:13][C:12]=1[Br:17])[C:26](=[O:27])[O:28][CH3:29])[C:2]1[CH:3]=[CH:4][CH:5]=[CH:6][CH:7]=1. (5) Given the reactants [CH2:1]([O:8][C@H:9]1[C@:15]2([C:17]3[CH:22]=[CH:21][C:20]([Cl:23])=[C:19]([CH2:24][C:25]4[CH:30]=[CH:29][C:28]([O:31][CH2:32][CH3:33])=[CH:27][CH:26]=4)[CH:18]=3)[O:16][C@@:12]3([CH2:34][O:35]C(C4C=CC=CC=4)[O:37][C@H:11]3[C@@H:10]1[O:44][CH2:45][C:46]1[CH:51]=[CH:50][CH:49]=[CH:48][CH:47]=1)[CH2:13][O:14]2)[C:2]1[CH:7]=[CH:6][CH:5]=[CH:4][CH:3]=1.O.C1(C)C=CC(S(O)(=O)=O)=CC=1.[Na], predict the reaction product. The product is: [CH2:45]([O:44][C@@H:10]1[C@@H:9]([O:8][CH2:1][C:2]2[CH:3]=[CH:4][CH:5]=[CH:6][CH:7]=2)[C@:15]2([C:17]3[CH:22]=[CH:21][C:20]([Cl:23])=[C:19]([CH2:24][C:25]4[CH:26]=[CH:27][C:28]([O:31][CH2:32][CH3:33])=[CH:29][CH:30]=4)[CH:18]=3)[O:16][C@@:12]([CH2:34][OH:35])([CH2:13][O:14]2)[C@H:11]1[OH:37])[C:46]1[CH:51]=[CH:50][CH:49]=[CH:48][CH:47]=1. (6) Given the reactants CCCCCCC.O1CCCC1.C(C1C=CC=CC=1)C.C([N-]C(C)C)(C)C.[Li+].[C:29]([C:33]1[N:37]=[C:36]([CH2:38][C:39]#[N:40])[NH:35][N:34]=1)([CH3:32])([CH3:31])[CH3:30].C[O:42][CH:43]=[C:44]([C:50]1[CH:55]=[CH:54][CH:53]=[CH:52][CH:51]=1)[C:45](OCC)=O.[Cl-].[NH4+], predict the reaction product. The product is: [C:29]([C:33]1[N:37]=[C:36]2[C:38]([C:39]#[N:40])=[CH:45][C:44]([C:50]3[CH:55]=[CH:54][CH:53]=[CH:52][CH:51]=3)=[C:43]([OH:42])[N:35]2[N:34]=1)([CH3:32])([CH3:30])[CH3:31]. (7) Given the reactants [CH2:1]([O:5][CH2:6][CH2:7][O:8][C:9]1[CH:14]=[CH:13][C:12]([C:15]2[CH:20]=[CH:19][C:18]([N:21]([CH3:25])[CH2:22][CH2:23][CH3:24])=[C:17](/[CH:26]=[CH:27]/[C:28](O)=[O:29])[CH:16]=2)=[CH:11][CH:10]=1)[CH2:2][CH2:3][CH3:4].CN(C=O)C.C(Cl)(=O)C(Cl)=O.[CH2:42]([N:45]1[C:49]([CH2:50][S@@:51]([C:53]2[CH:59]=[CH:58][C:56]([NH2:57])=[CH:55][CH:54]=2)=[O:52])=[CH:48][N:47]=[CH:46]1)[CH2:43][CH3:44], predict the reaction product. The product is: [CH2:1]([O:5][CH2:6][CH2:7][O:8][C:9]1[CH:14]=[CH:13][C:12]([C:15]2[CH:20]=[CH:19][C:18]([N:21]([CH3:25])[CH2:22][CH2:23][CH3:24])=[C:17](/[CH:26]=[CH:27]/[C:28]([NH:57][C:56]3[CH:55]=[CH:54][C:53]([S@:51]([CH2:50][C:49]4[N:45]([CH2:42][CH2:43][CH3:44])[CH:46]=[N:47][CH:48]=4)=[O:52])=[CH:59][CH:58]=3)=[O:29])[CH:16]=2)=[CH:11][CH:10]=1)[CH2:2][CH2:3][CH3:4]. (8) The product is: [NH:1]1[CH:5]=[C:4]([C:6]2[N:11]=[C:10]3[S:12][C:13]([NH:15][C:23](=[O:24])[C:22]4[CH:26]=[CH:27][C:19]([CH:16]5[CH2:18][CH2:17]5)=[CH:20][CH:21]=4)=[N:14][C:9]3=[CH:8][CH:7]=2)[CH:3]=[N:2]1. Given the reactants [NH:1]1[CH:5]=[C:4]([C:6]2[N:11]=[C:10]3[S:12][C:13]([NH2:15])=[N:14][C:9]3=[CH:8][CH:7]=2)[CH:3]=[N:2]1.[CH:16]1([C:19]2[CH:27]=[CH:26][C:22]([C:23](O)=[O:24])=[CH:21][CH:20]=2)[CH2:18][CH2:17]1.C1C=CC2N(O)N=NC=2C=1.C(Cl)CCl.CCN(CC)CC, predict the reaction product. (9) Given the reactants [Br:1][C:2]1[CH:10]=[C:9]([CH3:11])[CH:8]=[CH:7][C:3]=1[C:4]([OH:6])=O.C([O:14][C:15](=[O:37])[C:16]([O:19][C:20]1[CH:25]=[CH:24][C:23]([O:26][C:27]2[CH:32]=[CH:31][CH:30]=[C:29]([CH2:33][NH2:34])[CH:28]=2)=[CH:22][C:21]=1[CH2:35]C)([CH3:18])[CH3:17])C, predict the reaction product. The product is: [Br:1][C:2]1[CH:10]=[C:9]([CH3:11])[CH:8]=[CH:7][C:3]=1[C:4]([NH:34][CH2:33][C:29]1[CH:28]=[C:27]([CH:32]=[CH:31][CH:30]=1)[O:26][C:23]1[CH:24]=[CH:25][C:20]([O:19][C:16]([CH3:18])([CH3:17])[C:15]([OH:37])=[O:14])=[C:21]([CH3:35])[CH:22]=1)=[O:6].